Dataset: Full USPTO retrosynthesis dataset with 1.9M reactions from patents (1976-2016). Task: Predict the reactants needed to synthesize the given product. (1) Given the product [CH2:31]([O:30][C:28](=[O:29])[N:21]([S:22]([CH3:25])(=[O:23])=[O:24])[N:10]1[C:9](=[O:26])[C:8]2[C:13](=[CH:14][C:15]([C:16]([F:18])([F:17])[F:19])=[C:6]([CH:3]([O:2][CH3:1])[CH2:4][CH3:5])[CH:7]=2)[NH:12][C:11]1=[O:20])[CH2:32][CH2:33][CH2:34][CH2:35][CH3:36], predict the reactants needed to synthesize it. The reactants are: [CH3:1][O:2][CH:3]([C:6]1[CH:7]=[C:8]2[C:13](=[CH:14][C:15]=1[C:16]([F:19])([F:18])[F:17])[NH:12][C:11](=[O:20])[N:10]([NH:21][S:22]([CH3:25])(=[O:24])=[O:23])[C:9]2=[O:26])[CH2:4][CH3:5].Cl[C:28]([O:30][CH2:31][CH2:32][CH2:33][CH2:34][CH2:35][CH3:36])=[O:29]. (2) Given the product [NH2:15][CH2:14][C:8]1([NH:7][C:1]2[CH:6]=[CH:5][CH:4]=[CH:3][CH:2]=2)[CH2:13][CH2:12][CH2:11][CH2:10][CH2:9]1, predict the reactants needed to synthesize it. The reactants are: [C:1]1([NH:7][C:8]2([C:14]#[N:15])[CH2:13][CH2:12][CH2:11][CH2:10][CH2:9]2)[CH:6]=[CH:5][CH:4]=[CH:3][CH:2]=1.[H-].[Al+3].[Li+].[H-].[H-].[H-].O.[OH-].[Na+]. (3) Given the product [F:12][C:13]([F:23])([F:24])[C:14]1[CH:19]=[CH:18][CH:17]=[CH:16][C:15]=1[CH:20]([CH2:25][OH:26])[C:21]#[N:22], predict the reactants needed to synthesize it. The reactants are: C1CCN2C(=NCCC2)CC1.[F:12][C:13]([F:24])([F:23])[C:14]1[CH:19]=[CH:18][CH:17]=[CH:16][C:15]=1[CH2:20][C:21]#[N:22].[CH2:25]=[O:26].Cl. (4) Given the product [Cl:1][C:2]1[CH:7]=[CH:6][C:5]([C:8]2[CH:12]=[CH:11][NH:10][N:9]=2)=[CH:4][C:3]=1[CH2:13][NH:14][C:24]([NH:23][CH3:22])=[O:32], predict the reactants needed to synthesize it. The reactants are: [Cl:1][C:2]1[CH:7]=[CH:6][C:5]([C:8]2[CH:12]=[CH:11][NH:10][N:9]=2)=[CH:4][C:3]=1[CH2:13][NH2:14].C([C:22]1[NH:23][CH:24]=CN=1)(C1NC=CN=1)=O.CN.C1C[O:32]CC1. (5) Given the product [Cl:29][C:24]1[CH:25]=[CH:26][CH:27]=[CH:28][C:23]=1[CH:21]([O:20][C:18]1[CH:17]=[CH:16][N:15]=[C:14]([N:11]2[CH2:12][CH2:13][NH:8][CH2:9][CH2:10]2)[N:19]=1)[CH3:22], predict the reactants needed to synthesize it. The reactants are: C(OC([N:8]1[CH2:13][CH2:12][N:11]([C:14]2[N:19]=[C:18]([O:20][CH:21]([C:23]3[CH:28]=[CH:27][CH:26]=[CH:25][C:24]=3[Cl:29])[CH3:22])[CH:17]=[CH:16][N:15]=2)[CH2:10][CH2:9]1)=O)(C)(C)C.FC(F)(F)C(O)=O. (6) Given the product [N:5]([C:6]1[CH:15]=[CH:14][CH:13]=[C:12]2[C:7]=1[CH:8]=[CH:9][N:10]=[CH:11]2)=[C:1]=[O:2], predict the reactants needed to synthesize it. The reactants are: [C:1](Cl)(Cl)=[O:2].[NH2:5][C:6]1[CH:15]=[CH:14][CH:13]=[C:12]2[C:7]=1[CH:8]=[CH:9][N:10]=[CH:11]2. (7) Given the product [CH3:10][CH2:11][CH2:12][CH2:7][O:6][CH2:2][CH2:1][OH:4].[NH:16]([CH2:15][CH2:14][OH:13])[CH2:17][CH2:18][OH:3], predict the reactants needed to synthesize it. The reactants are: [C:1]([OH:4])(=[O:3])[CH3:2].C[O:6][C:7]1C=C(CC2C=NC(N)=NC=2N)[CH:10]=[CH:11][C:12]=1[O:13][CH2:14][CH2:15][NH:16][C:17]1[CH:18]=CC(S(C2C=CC(N)=CC=2)(=O)=O)=CC=1.